Dataset: Forward reaction prediction with 1.9M reactions from USPTO patents (1976-2016). Task: Predict the product of the given reaction. (1) Given the reactants Cl[C:2]1[CH:25]=[CH:24][C:5]([CH2:6][C:7]2[N:17]([CH:18]3[CH2:23][CH2:22][CH2:21][CH2:20][CH2:19]3)[C:10]3[N:11]=[C:12]([C:15]#[N:16])[N:13]=[CH:14][C:9]=3[CH:8]=2)=[CH:4][CH:3]=1.[CH3:26][N:27]1[CH2:32][CH2:31][NH:30][CH2:29][CH2:28]1.C(=O)([O-])[O-].[Cs+].[Cs+].C(P(C(C)(C)C)C1C=CC=CC=1C1C=CC=CC=1)(C)(C)C, predict the reaction product. The product is: [CH:18]1([N:17]2[C:10]3[N:11]=[C:12]([C:15]#[N:16])[N:13]=[CH:14][C:9]=3[CH:8]=[C:7]2[CH2:6][C:5]2[CH:24]=[CH:25][C:2]([N:30]3[CH2:31][CH2:32][N:27]([CH3:26])[CH2:28][CH2:29]3)=[CH:3][CH:4]=2)[CH2:23][CH2:22][CH2:21][CH2:20][CH2:19]1. (2) Given the reactants [O:1]=[C:2]1[C:6]2[CH:7]=[CH:8][C:9]([C:11]([OH:13])=[O:12])=[CH:10][C:5]=2[S:4](=[O:15])(=[O:14])[NH:3]1.C([O-])([O-])=O.[K+].[K+].Br[CH2:23][CH2:24][CH2:25][CH2:26][N:27]1[C:36](=[O:37])[C:35]2[CH:38]=[CH:39][CH:40]=[C:33]3[C:34]=2[C:29](=[CH:30][CH:31]=[CH:32]3)[C:28]1=[O:41], predict the reaction product. The product is: [O:41]=[C:28]1[C:29]2[C:34]3[C:33](=[CH:40][CH:39]=[CH:38][C:35]=3[C:36](=[O:37])[N:27]1[CH2:26][CH2:25][CH2:24][CH2:23][N:3]1[C:2](=[O:1])[C:6]3[CH:7]=[CH:8][C:9]([C:11]([OH:13])=[O:12])=[CH:10][C:5]=3[S:4]1(=[O:15])=[O:14])[CH:32]=[CH:31][CH:30]=2. (3) Given the reactants [CH2:1]([N:3]1[CH:7]=[CH:6][CH:5]=[N:4]1)[CH3:2].Cl[C:9](=[O:15])[C:10]([O:12][CH2:13][CH3:14])=[O:11], predict the reaction product. The product is: [CH2:1]([N:3]1[CH:7]=[C:6]([C:9](=[O:15])[C:10]([O:12][CH2:13][CH3:14])=[O:11])[CH:5]=[N:4]1)[CH3:2]. (4) Given the reactants C(C1C=CC=CN=1)(=O)C.[I-].BrC1N=C(C(=O)C[N+]2C=CC=CC=2)C=CC=1.[C:27]1([C:52]2[CH:57]=[CH:56][CH:55]=[CH:54][CH:53]=2)[CH:32]=[CH:31][CH:30]=[CH:29][C:28]=1[C:33]1[CH:38]=[C:37]([C:39]2[CH:44]=[CH:43][CH:42]=[CH:41][N:40]=2)[N:36]=[C:35]([C:45]2[CH:50]=[CH:49][CH:48]=[C:47](Br)[N:46]=2)[CH:34]=1.[CH:58]1[C:70]2[C:69]3[CH:68]=[CH:67][CH:66]=[CH:65][C:64]=3[NH:63][C:62]=2[CH:61]=[CH:60][N:59]=1.C(=O)([O-])[O-].[K+].[K+], predict the reaction product. The product is: [C:27]1([C:52]2[CH:57]=[CH:56][CH:55]=[CH:54][CH:53]=2)[CH:32]=[CH:31][CH:30]=[CH:29][C:28]=1[C:33]1[CH:38]=[C:37]([C:39]2[CH:44]=[CH:43][CH:42]=[CH:41][N:40]=2)[N:36]=[C:35]([C:45]2[CH:50]=[CH:49][CH:48]=[C:47]([N:63]3[C:64]4[CH:65]=[CH:66][CH:67]=[CH:68][C:69]=4[C:70]4[CH:58]=[N:59][CH:60]=[CH:61][C:62]3=4)[N:46]=2)[CH:34]=1. (5) Given the reactants Br[C:2]1[C:6]([Br:7])=[C:5]([NH:8][C:9]([CH:11]2[CH2:13][CH2:12]2)=[O:10])[S:4][N:3]=1.[CH3:14][N:15]1[CH:23]=[C:22]2[C:17]([CH:18]=[CH:19][C:20](B3OC(C)(C)C(C)(C)O3)=[CH:21]2)=[N:16]1.C(=O)([O-])[O-].[Na+].[Na+], predict the reaction product. The product is: [Br:7][C:6]1[C:2]([C:20]2[CH:19]=[CH:18][C:17]3[C:22](=[CH:23][N:15]([CH3:14])[N:16]=3)[CH:21]=2)=[N:3][S:4][C:5]=1[NH:8][C:9]([CH:11]1[CH2:13][CH2:12]1)=[O:10].